This data is from Reaction yield outcomes from USPTO patents with 853,638 reactions. The task is: Predict the reaction yield, written as a fraction of the theoretical maximum amount of product (1.0 means a 100% yield; for example, 0.34 means a 34% yield). (1) The product is [Cl:8][C:6]1[N:5]=[CH:4][N:3]=[C:2]([NH:9][C:10]2[CH:15]=[CH:14][CH:13]=[CH:12][CH:11]=2)[CH:7]=1. The reactants are Cl[C:2]1[CH:7]=[C:6]([Cl:8])[N:5]=[CH:4][N:3]=1.[NH2:9][C:10]1[CH:15]=[CH:14][CH:13]=[CH:12][CH:11]=1.C([O-])(O)=O.[Na+]. The catalyst is CCO. The yield is 0.500. (2) The reactants are [NH:1]1[C:9]2[C:4](=[CH:5][C:6]([NH:10][C:11](=[O:20])[O:12][CH2:13][C:14]3[CH:19]=[CH:18][CH:17]=[CH:16][CH:15]=3)=[CH:7][CH:8]=2)[CH:3]=[CH:2]1.[CH3:21][NH:22][CH3:23].[CH2:24]=O. The catalyst is C(O)C. The product is [CH3:21][N:22]([CH2:24][C:3]1[C:4]2[C:9](=[CH:8][CH:7]=[C:6]([NH:10][C:11](=[O:20])[O:12][CH2:13][C:14]3[CH:15]=[CH:16][CH:17]=[CH:18][CH:19]=3)[CH:5]=2)[NH:1][CH:2]=1)[CH3:23]. The yield is 0.510. (3) The product is [Cl:20][C:21]1[N:22]=[C:23]([C:27]([NH:1][C@H:2]2[CH2:7][CH2:6][N:5]([C:8]3[S:9][C:10]([C:13]([O:15][CH2:16][CH3:17])=[O:14])=[CH:11][N:12]=3)[CH2:4][C@H:3]2[O:18][CH3:19])=[O:28])[NH:24][C:25]=1[Cl:26]. The reactants are [NH2:1][C@H:2]1[CH2:7][CH2:6][N:5]([C:8]2[S:9][C:10]([C:13]([O:15][CH2:16][CH3:17])=[O:14])=[CH:11][N:12]=2)[CH2:4][C@H:3]1[O:18][CH3:19].[Cl:20][C:21]1[N:22]=[C:23]([C:27](O)=[O:28])[NH:24][C:25]=1[Cl:26].CCN=C=NCCCN(C)C.Cl. The catalyst is CN(C1C=CN=CC=1)C. The yield is 0.240. (4) The reactants are [C:1]([O:5][C:6]([N:8]1[CH2:13][CH2:12][N:11]([C:14]2[C:15]3[CH:25]=[C:24]([CH2:26][CH3:27])[S:23][C:16]=3[N:17]=[C:18]([C:20](=O)[NH2:21])[N:19]=2)[CH2:10][CH2:9]1)=[O:7])([CH3:4])([CH3:3])[CH3:2].C(N(C(C)C)CC)(C)C.FC(F)(F)C(OC(=O)C(F)(F)F)=O.C(OCC)(=O)C.CCCCCC. The catalyst is C(Cl)Cl. The product is [C:1]([O:5][C:6]([N:8]1[CH2:9][CH2:10][N:11]([C:14]2[C:15]3[CH:25]=[C:24]([CH2:26][CH3:27])[S:23][C:16]=3[N:17]=[C:18]([C:20]#[N:21])[N:19]=2)[CH2:12][CH2:13]1)=[O:7])([CH3:4])([CH3:3])[CH3:2]. The yield is 0.460. (5) The reactants are [NH2:1][C:2]1[C:7]2[C:8]([C:11]3[CH:16]=[CH:15][C:14]([NH:17][C:18]([NH:20][C:21]4[CH:26]=[CH:25][CH:24]=[C:23]([CH3:27])[CH:22]=4)=[O:19])=[CH:13][CH:12]=3)=[CH:9][S:10][C:6]=2[C:5]([C:28]#[C:29][CH2:30][N:31]([CH2:34][CH3:35])[CH2:32][CH3:33])=[CH:4][N:3]=1. The catalyst is CO.[Pd]. The product is [NH2:1][C:2]1[C:7]2[C:8]([C:11]3[CH:16]=[CH:15][C:14]([NH:17][C:18]([NH:20][C:21]4[CH:26]=[CH:25][CH:24]=[C:23]([CH3:27])[CH:22]=4)=[O:19])=[CH:13][CH:12]=3)=[CH:9][S:10][C:6]=2[C:5]([CH2:28][CH2:29][CH2:30][N:31]([CH2:34][CH3:35])[CH2:32][CH3:33])=[CH:4][N:3]=1. The yield is 0.720. (6) The reactants are Cl.[N+:2]([C:5]1[CH:12]=[CH:11][CH:10]=[C:9]([O:13][CH2:14][CH:15]2[CH2:20][CH2:19][CH2:18][NH:17][CH2:16]2)[C:6]=1[C:7]#[N:8])([O-:4])=[O:3].C(N(CC)CC)C.[CH2:28]([N:31]=[C:32]=[O:33])[CH2:29][CH3:30]. The catalyst is C1COCC1. The product is [C:7]([C:6]1[C:5]([N+:2]([O-:4])=[O:3])=[CH:12][CH:11]=[CH:10][C:9]=1[O:13][CH2:14][CH:15]1[CH2:20][CH2:19][CH2:18][N:17]([C:32]([NH:31][CH2:28][CH2:29][CH3:30])=[O:33])[CH2:16]1)#[N:8]. The yield is 1.00. (7) The reactants are [N+:1]([C:4]1[CH:5]=[C:6]([N:10]2[CH2:15][CH2:14][NH:13][CH2:12][CH2:11]2)[CH:7]=[CH:8][CH:9]=1)([O-])=O.C(N(CC)CC)C.[F:23][C:24]([F:30])([F:29])[S:25](Cl)(=[O:27])=[O:26]. The catalyst is ClCCl. The product is [F:23][C:24]([F:30])([F:29])[S:25]([N:13]1[CH2:14][CH2:15][N:10]([C:6]2[CH:5]=[C:4]([NH2:1])[CH:9]=[CH:8][CH:7]=2)[CH2:11][CH2:12]1)(=[O:27])=[O:26]. The yield is 0.170. (8) The reactants are C(O[C:9](=O)[NH:10][C:11]1[CH:16]=[CH:15][CH:14]=[C:13]([F:17])[CH:12]=1)C1C=CC=CC=1.C([Li])CCC.[C:24]([O:29][CH2:30][C@@H:31]1[O:33]C1)(=[O:28])CCC. The catalyst is C1COCC1. The product is [F:17][C:13]1[CH:12]=[C:11]([N:10]2[CH2:9][CH:30]([CH2:31][OH:33])[O:29][C:24]2=[O:28])[CH:16]=[CH:15][CH:14]=1. The yield is 0.723.